This data is from Full USPTO retrosynthesis dataset with 1.9M reactions from patents (1976-2016). The task is: Predict the reactants needed to synthesize the given product. (1) Given the product [CH2:13]([N:8]1[CH2:7][C:3]2[C:2](=[N:1][CH:6]=[CH:5][CH:4]=2)[CH2:9]1)[CH3:14], predict the reactants needed to synthesize it. The reactants are: [N:1]1[CH:6]=[CH:5][CH:4]=[C:3]2[CH2:7][NH:8][CH2:9][C:2]=12.[H-].[Na+].I[CH2:13][CH3:14]. (2) Given the product [OH:34][CH2:33][C:30]([CH3:31])([CH3:32])[CH2:29][C:25]1[CH:24]=[C:23]([C:17]2([C:12]3[CH:11]=[C:16]([CH2:11][C:12]([CH3:17])([CH3:13])[CH2:3][OH:4])[CH:15]=[CH:14][CH:13]=3)[S:18][CH2:19][CH2:20][CH2:21][S:22]2)[CH:28]=[CH:27][CH:26]=1, predict the reactants needed to synthesize it. The reactants are: [Li+].[BH4-].[CH3:3][OH:4].C(OC(=O)C(C)(C)C[C:11]1[CH:16]=[CH:15][CH:14]=[CH:13][C:12]=1[C:17]1([C:23]2[CH:28]=[CH:27][CH:26]=[C:25]([CH2:29][C:30]([C:33](OCC)=[O:34])([CH3:32])[CH3:31])[CH:24]=2)[S:22][CH2:21][CH2:20][CH2:19][S:18]1)C.[NH4+].[Cl-]. (3) Given the product [Cl:21][C:22]1[CH:27]=[CH:26][C:25]([Cl:28])=[CH:24][C:23]=1[C:2]1[C:3]([NH:9][C:10]([C:12]2[CH:13]=[N:14][N:15]3[CH:20]=[CH:19][CH:18]=[N:17][C:16]=23)=[O:11])=[CH:4][C:5]([CH3:8])=[N:6][CH:7]=1, predict the reactants needed to synthesize it. The reactants are: Br[C:2]1[C:3]([NH:9][C:10]([C:12]2[CH:13]=[N:14][N:15]3[CH:20]=[CH:19][CH:18]=[N:17][C:16]=23)=[O:11])=[CH:4][C:5]([CH3:8])=[N:6][CH:7]=1.[Cl:21][C:22]1[CH:27]=[CH:26][C:25]([Cl:28])=[CH:24][C:23]=1B(O)O.C(=O)([O-])[O-].[Na+].[Na+]. (4) Given the product [Cl:14][C:15]1[CH:16]=[C:17]([CH2:22][C:23]([OH:25])=[O:24])[CH:18]=[C:19]([O:21][C:9]2[CH:10]=[CH:11][C:6]([S:3]([CH2:1][CH3:2])(=[O:5])=[O:4])=[CH:7][C:8]=2[F:13])[CH:20]=1, predict the reactants needed to synthesize it. The reactants are: [CH2:1]([S:3]([C:6]1[CH:11]=[CH:10][C:9](F)=[C:8]([F:13])[CH:7]=1)(=[O:5])=[O:4])[CH3:2].[Cl:14][C:15]1[CH:16]=[C:17]([CH2:22][C:23]([OH:25])=[O:24])[CH:18]=[C:19]([OH:21])[CH:20]=1. (5) Given the product [C:35]([C:39]1[CH:43]=[C:42]([C:44]([NH:1][C@H:2]2[CH2:6][CH2:5][N:4]([C@H:7]3[CH2:12][CH2:11][C@@H:10]([N:13]([CH:15]([CH3:17])[CH3:16])[CH3:14])[CH2:9][C@H:8]3[CH2:18][S:19]([CH:22]([CH3:24])[CH3:23])(=[O:21])=[O:20])[C:3]2=[O:25])=[O:45])[N:41]([CH3:47])[N:40]=1)([CH3:38])([CH3:36])[CH3:37], predict the reactants needed to synthesize it. The reactants are: [NH2:1][C@H:2]1[CH2:6][CH2:5][N:4]([C@H:7]2[CH2:12][CH2:11][C@@H:10]([N:13]([CH:15]([CH3:17])[CH3:16])[CH3:14])[CH2:9][C@H:8]2[CH2:18][S:19]([CH:22]([CH3:24])[CH3:23])(=[O:21])=[O:20])[C:3]1=[O:25].C(N(C(C)C)CC)(C)C.[C:35]([C:39]1[CH:43]=[C:42]([C:44](O)=[O:45])[N:41]([CH3:47])[N:40]=1)([CH3:38])([CH3:37])[CH3:36].CN(C(ON1N=NC2C=CC=NC1=2)=[N+](C)C)C.F[P-](F)(F)(F)(F)F. (6) Given the product [CH3:120][CH:117]([CH2:110][C:111]1[CH:116]=[CH:115][CH:114]=[CH:113][CH:112]=1)[CH:118]=[O:119], predict the reactants needed to synthesize it. The reactants are: P([O-])([O-])([O-])=O.O=C[C@@H]([C@H]([C@@H]([C@@H](CO)O)O)O)O.C1N=C(N)C2N=CN([C@@H]3O[C@H](COP(OP(OC[C@H]4O[C@@H](N5C=C(C(N)=O)CC=C5)[C@H](O)[C@@H]4O)(O)=O)(O)=O)[C@@H](O)[C@H]3O)C=2N=1.C1C=[N+]([C@@H]2O[C@H](COP(OP(OC[C@H]3O[C@@H](N4C5N=CN=C(N)C=5N=C4)[C@H](OP(O)(O)=O)[C@@H]3O)(O)=O)(O)=O)[C@@H](O)[C@H]2O)C=C(C(N)=O)C=1.[CH2:110]([C:117](=[CH2:120])[CH:118]=[O:119])[C:111]1[CH:116]=[CH:115][CH:114]=[CH:113][CH:112]=1. (7) Given the product [CH3:7][N:6]1[C:2]([N:11]2[CH2:16][CH2:15][CH2:14][CH2:13][CH2:12]2)=[C:3]([N+:8]([O-:10])=[O:9])[CH:4]=[N:5]1, predict the reactants needed to synthesize it. The reactants are: Cl[C:2]1[N:6]([CH3:7])[N:5]=[CH:4][C:3]=1[N+:8]([O-:10])=[O:9].[NH:11]1[CH2:16][CH2:15][CH2:14][CH2:13][CH2:12]1. (8) Given the product [CH:41]([C:38]1[N:37]=[C:36]([N:33]2[CH2:34][CH2:35][CH:30]([CH2:29][CH2:28][CH2:27][O:13][C:10]3[N:11]=[CH:12][C:7]4[CH2:6][N:5]([S:2]([CH3:1])(=[O:3])=[O:4])[CH2:15][CH2:14][C:8]=4[N:9]=3)[CH2:31][CH2:32]2)[O:40][N:39]=1)([CH3:43])[CH3:42], predict the reactants needed to synthesize it. The reactants are: [CH3:1][S:2]([N:5]1[CH2:15][CH2:14][C:8]2[N:9]=[C:10]([OH:13])[N:11]=[CH:12][C:7]=2[CH2:6]1)(=[O:4])=[O:3].C(=O)([O-])[O-].[K+].[K+].CS(O[CH2:27][CH2:28][CH2:29][CH:30]1[CH2:35][CH2:34][N:33]([C:36]2[O:40][N:39]=[C:38]([CH:41]([CH3:43])[CH3:42])[N:37]=2)[CH2:32][CH2:31]1)(=O)=O. (9) The reactants are: [O:1]1[CH2:6][CH2:5][CH2:4][CH2:3][CH:2]1[O:7][C:8]1[CH:13]=[CH:12][C:11]([Mg]Br)=[CH:10][CH:9]=1.[CH3:16][N:17]1[C:21]([CH:22]=[O:23])=[CH:20][N:19]=[CH:18]1. Given the product [CH3:16][N:17]1[C:21]([CH:22]([C:11]2[CH:12]=[CH:13][C:8]([O:7][CH:2]3[CH2:3][CH2:4][CH2:5][CH2:6][O:1]3)=[CH:9][CH:10]=2)[OH:23])=[CH:20][N:19]=[CH:18]1, predict the reactants needed to synthesize it. (10) Given the product [CH2:1]([O:3][C:4](=[O:12])[CH2:5][CH2:6][C@H:7]([NH:8][C:23]([O:22][C:19]([CH3:21])([CH3:20])[CH3:18])=[O:24])[C:9]([OH:11])=[O:10])[CH3:2], predict the reactants needed to synthesize it. The reactants are: [CH2:1]([O:3][C:4](=[O:12])[CH2:5][CH2:6][C@@H:7]([C:9]([OH:11])=[O:10])[NH2:8])[CH3:2].C([O-])(O)=O.[Na+].[CH3:18][C:19]([O:22][C:23](O[C:23]([O:22][C:19]([CH3:21])([CH3:20])[CH3:18])=[O:24])=[O:24])([CH3:21])[CH3:20].